Dataset: Full USPTO retrosynthesis dataset with 1.9M reactions from patents (1976-2016). Task: Predict the reactants needed to synthesize the given product. (1) Given the product [Cl:12][C:7]1[N:8]([CH3:11])[N:9]=[C:10]2[C:6]=1[CH:5]=[CH:4][CH:3]=[C:2]2[C:17]1[CH:16]=[CH:15][C:14]([Cl:13])=[CH:19][C:18]=1[Cl:20], predict the reactants needed to synthesize it. The reactants are: Br[C:2]1[C:10]2[C:6](=[C:7]([Cl:12])[N:8]([CH3:11])[N:9]=2)[CH:5]=[CH:4][CH:3]=1.[Cl:13][C:14]1[CH:19]=[C:18]([Cl:20])[CH:17]=[CH:16][C:15]=1B(O)O.COCCOC.C([O-])([O-])=O.[Na+].[Na+]. (2) Given the product [Br:1][C:2]1[CH:10]=[CH:9][C:8]([C:11](=[O:12])[NH2:13])=[C:7]2[C:3]=1[CH:4]=[C:5]([C:23]1[CH:37]=[CH:36][CH:35]=[CH:34][C:24]=1[CH2:25][NH:26][C:27](=[O:33])[O:28][C:29]([CH3:32])([CH3:31])[CH3:30])[NH:6]2, predict the reactants needed to synthesize it. The reactants are: [Br:1][C:2]1[CH:10]=[CH:9][C:8]([C:11]([NH2:13])=[O:12])=[C:7]2[C:3]=1[CH:4]=[C:5](I)[NH:6]2.CC1(C)C(C)(C)OB([C:23]2[CH:37]=[CH:36][CH:35]=[CH:34][C:24]=2[CH2:25][NH:26][C:27](=[O:33])[O:28][C:29]([CH3:32])([CH3:31])[CH3:30])O1.C([O-])([O-])=O.[Na+].[Na+]. (3) Given the product [Cl:1][C:2]1[CH:7]=[CH:6][N:5]=[C:4]([C:8]2[N:16]=[C:15]([C:17]3[NH:20][C:29](=[O:30])[O:19][N:18]=3)[N:14]=[C:13]3[C:9]=2[N:10]([CH2:21][C@H:22]2[CH2:27][CH2:26][C@H:25]([CH3:28])[CH2:24][CH2:23]2)[CH:11]=[N:12]3)[CH:3]=1, predict the reactants needed to synthesize it. The reactants are: [Cl:1][C:2]1[CH:7]=[CH:6][N:5]=[C:4]([C:8]2[N:16]=[C:15]([C:17](=[NH:20])[NH:18][OH:19])[N:14]=[C:13]3[C:9]=2[N:10]([CH2:21][C@H:22]2[CH2:27][CH2:26][C@H:25]([CH3:28])[CH2:24][CH2:23]2)[CH:11]=[N:12]3)[CH:3]=1.[C:29](N1C=CN=C1)(N1C=CN=C1)=[O:30].C1CCN2C(=NCCC2)CC1.C(#N)C. (4) Given the product [CH3:1][C:2]1[CH:3]=[CH:4][C:5]([NH:8][C:9]2[N:14]3[N:15]=[CH:16][C:17]([C:18]([NH:40][S:37]([CH2:35][CH3:36])(=[O:39])=[O:38])=[O:20])=[C:13]3[N:12]=[CH:11][C:10]=2[C:21]([N:23]2[CH2:24][CH2:25][CH:26]([C:29]3[CH:34]=[CH:33][CH:32]=[CH:31][CH:30]=3)[CH2:27][CH2:28]2)=[O:22])=[CH:6][CH:7]=1, predict the reactants needed to synthesize it. The reactants are: [CH3:1][C:2]1[CH:7]=[CH:6][C:5]([NH:8][C:9]2[N:14]3[N:15]=[CH:16][C:17]([C:18]([OH:20])=O)=[C:13]3[N:12]=[CH:11][C:10]=2[C:21]([N:23]2[CH2:28][CH2:27][CH:26]([C:29]3[CH:34]=[CH:33][CH:32]=[CH:31][CH:30]=3)[CH2:25][CH2:24]2)=[O:22])=[CH:4][CH:3]=1.[CH2:35]([S:37]([NH2:40])(=[O:39])=[O:38])[CH3:36]. (5) Given the product [CH2:6]([O:5][P:4]([CH2:9][C:10]1[CH:15]=[CH:14][C:13]([NH:16][C:17]2[N:22]=[C:21]([NH:23][C:24]3[C:29]4[C:30](=[O:34])[N:31]([CH3:33])[CH2:32][C:28]=4[CH:27]=[CH:26][N:25]=3)[C:20]([C:36]([F:38])([F:39])[F:37])=[CH:19][N:18]=2)=[CH:12][CH:11]=1)(=[O:8])[O:3][CH2:1][CH3:2])[CH3:7], predict the reactants needed to synthesize it. The reactants are: [CH2:1]([O:3][P:4]([CH2:9][C:10]1[CH:15]=[CH:14][C:13]([NH:16][C:17]2[N:22]=[C:21]([NH:23][C:24]3[C:29]4[C:30](=[O:34])[N:31]([CH3:33])[CH2:32][C:28]=4[CH:27]=[CH:26][N+:25]=3[O-])[C:20]([C:36]([F:39])([F:38])[F:37])=[CH:19][N:18]=2)=[C:12](OC)[CH:11]=1)(=[O:8])[O:5][CH2:6][CH3:7])[CH3:2].Cl.O.